Dataset: Catalyst prediction with 721,799 reactions and 888 catalyst types from USPTO. Task: Predict which catalyst facilitates the given reaction. Reactant: [S:1]1[C:5]2[CH:6]=[CH:7][CH:8]=[CH:9][C:4]=2[N:3]=[C:2]1[NH:10][CH2:11][CH2:12][NH:13]C(=O)OC(C)(C)C. Product: [S:1]1[C:5]2[CH:6]=[CH:7][CH:8]=[CH:9][C:4]=2[N:3]=[C:2]1[NH:10][CH2:11][CH2:12][NH2:13]. The catalyst class is: 12.